Dataset: Full USPTO retrosynthesis dataset with 1.9M reactions from patents (1976-2016). Task: Predict the reactants needed to synthesize the given product. (1) Given the product [F:37][C:2]([F:1])([F:36])[C:3]1[CH:4]=[C:5]([CH:29]=[C:30]([C:32]([F:33])([F:34])[F:35])[CH:31]=1)[CH2:6][N:7]([CH:8]1[CH2:14][CH2:13][CH2:12][N:11]([S:15]([C:18]2[CH:23]=[CH:22][C:21]([CH3:24])=[CH:20][CH:19]=2)(=[O:16])=[O:17])[C:10]2[CH:25]=[CH:26][CH:27]=[CH:28][C:9]1=2)[C:44](=[O:46])[CH3:45], predict the reactants needed to synthesize it. The reactants are: [F:1][C:2]([F:37])([F:36])[C:3]1[CH:4]=[C:5]([CH:29]=[C:30]([C:32]([F:35])([F:34])[F:33])[CH:31]=1)[CH2:6][NH:7][CH:8]1[CH2:14][CH2:13][CH2:12][N:11]([S:15]([C:18]2[CH:23]=[CH:22][C:21]([CH3:24])=[CH:20][CH:19]=2)(=[O:17])=[O:16])[C:10]2[CH:25]=[CH:26][CH:27]=[CH:28][C:9]1=2.N1C=CC=CC=1.[C:44](OC(=O)C)(=[O:46])[CH3:45].[OH-].[Na+]. (2) Given the product [NH2:1][C:2]1[C:7]([F:8])=[C:6]([C:9]2[CH:14]=[CH:13][C:12]([Cl:15])=[C:11]([O:16][CH3:17])[C:10]=2[F:18])[N:5]=[C:4]([C:19]([O:21][CH:22]([CH3:24])[CH3:23])=[O:20])[C:3]=1[I:30], predict the reactants needed to synthesize it. The reactants are: [NH2:1][C:2]1[C:7]([F:8])=[C:6]([C:9]2[CH:14]=[CH:13][C:12]([Cl:15])=[C:11]([O:16][CH3:17])[C:10]=2[F:18])[N:5]=[C:4]([C:19]([O:21][CH:22]([CH3:24])[CH3:23])=[O:20])[CH:3]=1.C([O-])(=O)C.[Na+].[I:30]Cl. (3) Given the product [CH3:3][O:4][C:5]1[CH:17]=[C:16]([O:18][CH3:19])[CH:15]=[CH:14][C:6]=1[CH2:7][N:8]([C:9]1[S:10][CH:11]=[CH:12][N:13]=1)[S:21]([C:24]1[CH:25]=[C:26]([CH:31]=[CH:32][CH:33]=1)[C:27]([O:29][CH3:30])=[O:28])(=[O:23])=[O:22], predict the reactants needed to synthesize it. The reactants are: [H-].[Na+].[CH3:3][O:4][C:5]1[CH:17]=[C:16]([O:18][CH3:19])[CH:15]=[CH:14][C:6]=1[CH2:7][NH:8][C:9]1[S:10][CH:11]=[CH:12][N:13]=1.Cl[S:21]([C:24]1[CH:25]=[C:26]([CH:31]=[CH:32][CH:33]=1)[C:27]([O:29][CH3:30])=[O:28])(=[O:23])=[O:22].O. (4) Given the product [CH3:39][S:40]([OH:43])(=[O:42])=[O:41].[CH3:1][S:2]([CH2:5][C:6]([NH:8][CH2:9][CH2:10][N:11]1[C:19]2[C:18]([NH:20][C:21]3[CH:26]=[CH:25][C:24]([O:27][C:28]4[CH:33]=[CH:32][CH:31]=[C:30]([C:34]([F:36])([F:37])[F:35])[CH:29]=4)=[C:23]([CH3:38])[CH:22]=3)=[N:17][CH:16]=[N:15][C:14]=2[CH:13]=[CH:12]1)=[O:7])(=[O:3])=[O:4], predict the reactants needed to synthesize it. The reactants are: [CH3:1][S:2]([CH2:5][C:6]([NH:8][CH2:9][CH2:10][N:11]1[C:19]2[C:18]([NH:20][C:21]3[CH:26]=[CH:25][C:24]([O:27][C:28]4[CH:33]=[CH:32][CH:31]=[C:30]([C:34]([F:37])([F:36])[F:35])[CH:29]=4)=[C:23]([CH3:38])[CH:22]=3)=[N:17][CH:16]=[N:15][C:14]=2[CH:13]=[CH:12]1)=[O:7])(=[O:4])=[O:3].[CH3:39][S:40]([OH:43])(=[O:42])=[O:41]. (5) The reactants are: C(O[C:4]([C:6]1([CH2:12][CH2:13]OC)[CH2:11][CH2:10][NH:9][CH2:8][CH2:7]1)=[O:5])C.[CH3:16][C:17]([CH3:23])([CH3:22])[CH2:18][C:19](Cl)=[O:20].[CH2:24]([C:27]1[CH:33]=[CH:32][C:30]([NH2:31])=[CH:29][CH:28]=1)[CH2:25][CH3:26]. Given the product [CH3:16][C:17]([CH3:23])([CH3:22])[CH2:18][C:19]([N:9]1[CH2:8][CH2:7][C:6]2([C:4](=[O:5])[N:31]([C:30]3[CH:32]=[CH:33][C:27]([CH2:24][CH2:25][CH3:26])=[CH:28][CH:29]=3)[CH2:13][CH2:12]2)[CH2:11][CH2:10]1)=[O:20], predict the reactants needed to synthesize it. (6) Given the product [OH:1][CH2:2][C:3]1[N:8]=[C:7]([CH2:9][CH2:10][CH2:11][CH2:12][C:13]([O:15][C:16]([CH3:19])([CH3:18])[CH3:17])=[O:14])[CH:6]=[CH:5][CH:4]=1, predict the reactants needed to synthesize it. The reactants are: [OH:1][CH2:2][C:3]1[N:8]=[C:7]([C:9]#[C:10][CH2:11][CH2:12][C:13]([O:15][C:16]([CH3:19])([CH3:18])[CH3:17])=[O:14])[CH:6]=[CH:5][CH:4]=1. (7) Given the product [F:37][C:38]1([F:46])[CH2:43][CH2:42][CH:41]([CH2:44][NH:45][C:11]([C:10]2[C:3]3[C:4](=[N:5][CH:6]=[CH:7][C:2]=3[Cl:1])[N:8]([CH2:14][CH:15]3[CH2:19][CH2:18][O:17][CH2:16]3)[CH:9]=2)=[O:13])[CH2:40][CH2:39]1, predict the reactants needed to synthesize it. The reactants are: [Cl:1][C:2]1[CH:7]=[CH:6][N:5]=[C:4]2[N:8]([CH2:14][CH:15]3[CH2:19][CH2:18][O:17][CH2:16]3)[CH:9]=[C:10]([C:11]([OH:13])=O)[C:3]=12.CN(C(N(C)C)=[N+]1C2C(=NC=CC=2)N=N1)C.Cl.[F:37][C:38]1([F:46])[CH2:43][CH2:42][CH:41]([CH2:44][NH2:45])[CH2:40][CH2:39]1. (8) Given the product [Cl:1][C:2]1[CH:7]=[CH:6][C:5]([N:8]2[C:29](=[O:30])[NH:11][N:10]=[C:9]2[C:12]2[N:16]3[CH:17]=[CH:18][CH:19]=[CH:20][C:15]3=[N:14][C:13]=2[C:21]2[CH:26]=[C:25]([Cl:27])[CH:24]=[CH:23][C:22]=2[Cl:28])=[CH:4][CH:3]=1, predict the reactants needed to synthesize it. The reactants are: [Cl:1][C:2]1[CH:7]=[CH:6][C:5]([NH:8][C:9]([C:12]2[N:16]3[CH:17]=[CH:18][CH:19]=[CH:20][C:15]3=[N:14][C:13]=2[C:21]2[CH:26]=[C:25]([Cl:27])[CH:24]=[CH:23][C:22]=2[Cl:28])=[N:10][NH2:11])=[CH:4][CH:3]=1.[C:29](N1C=CN=C1)(N1C=CN=C1)=[O:30].C(OCC)(=O)C. (9) Given the product [C:1]1([C:7]([C:21]2[CH:26]=[CH:25][CH:24]=[CH:23][CH:22]=2)([C:15]2[CH:16]=[CH:17][CH:18]=[CH:19][CH:20]=2)[N:8]2[CH2:13][CH2:12][CH2:11][CH2:10][CH2:9]2)[CH:2]=[CH:3][CH:4]=[CH:5][CH:6]=1, predict the reactants needed to synthesize it. The reactants are: [C:1]1([C:7]([C:21]2[CH:26]=[CH:25][CH:24]=[CH:23][CH:22]=2)([C:15]2[CH:20]=[CH:19][CH:18]=[CH:17][CH:16]=2)[N:8]2[CH2:13][CH2:12][CH:11](O)[CH2:10][CH2:9]2)[CH:6]=[CH:5][CH:4]=[CH:3][CH:2]=1.C(O)(=S)C.C(OC(OCC(C)(C)C)N(C)C)C(C)(C)C.